Dataset: Reaction yield outcomes from USPTO patents with 853,638 reactions. Task: Predict the reaction yield, written as a fraction of the theoretical maximum amount of product (1.0 means a 100% yield; for example, 0.34 means a 34% yield). (1) The reactants are [C:1]([C:5]1[N:10]=[C:9](Cl)[C:8]([C:12]#[N:13])=[CH:7][CH:6]=1)([CH3:4])([CH3:3])[CH3:2].[CH3:14][NH:15][C:16]1[CH:21]=[CH:20][CH:19]=[CH:18][C:17]=1[CH3:22].C[Si]([N-][Si](C)(C)C)(C)C.[K+]. The catalyst is O1CCOCC1. The product is [C:1]([C:5]1[N:10]=[C:9]([N:15]([CH3:14])[C:16]2[CH:21]=[CH:20][CH:19]=[CH:18][C:17]=2[CH3:22])[C:8]([C:12]#[N:13])=[CH:7][CH:6]=1)([CH3:4])([CH3:3])[CH3:2]. The yield is 0.260. (2) The reactants are C(O)(C(F)(F)F)=O.C(OC([N:15]1[CH2:19][CH2:18][C@H:17]([C:20]([N:22]2[CH2:26][CH2:25][CH2:24][CH2:23]2)=[O:21])[CH2:16]1)=O)(C)(C)C. The catalyst is C(Cl)Cl. The product is [N:22]1([C:20]([C@H:17]2[CH2:18][CH2:19][NH:15][CH2:16]2)=[O:21])[CH2:23][CH2:24][CH2:25][CH2:26]1. The yield is 0.700. (3) The reactants are [CH3:1][O:2][C:3]([C@@H:5]1[CH2:9][C:8](=O)[CH2:7][N:6]1[CH2:11][C:12]1[CH:17]=[CH:16][CH:15]=[C:14]([Cl:18])[CH:13]=1)=[O:4].[F:19][C:20]([F:35])([F:34])[C:21]1[CH:22]=[C:23]([CH:27]=[C:28]([C:30]([F:33])([F:32])[F:31])[CH:29]=1)[CH2:24][NH:25][CH3:26]. No catalyst specified. The product is [CH3:1][O:2][C:3]([C@@H:5]1[CH2:9][C@H:8]([N:25]([CH2:24][C:23]2[CH:27]=[C:28]([C:30]([F:31])([F:32])[F:33])[CH:29]=[C:21]([C:20]([F:19])([F:34])[F:35])[CH:22]=2)[CH3:26])[CH2:7][N:6]1[CH2:11][C:12]1[CH:17]=[CH:16][CH:15]=[C:14]([Cl:18])[CH:13]=1)=[O:4]. The yield is 0.950. (4) The reactants are [F:1][C:2]1[CH:7]=[C:6]([CH3:8])[CH:5]=[CH:4][C:3]=1[NH:9][C:10]1[CH:18]=[C:17]2[C:13]([C:14]([CH2:19][N:20]([CH3:28])[C:21](=[O:27])[O:22][C:23]([CH3:26])([CH3:25])[CH3:24])=[CH:15][NH:16]2)=[CH:12][CH:11]=1.[H-].[Na+].[C:31]1([S:37](Cl)(=[O:39])=[O:38])[CH:36]=[CH:35][CH:34]=[CH:33][CH:32]=1.[Cl-].[NH4+]. The catalyst is CN(C)C=O. The product is [F:1][C:2]1[CH:7]=[C:6]([CH3:8])[CH:5]=[CH:4][C:3]=1[NH:9][C:10]1[CH:18]=[C:17]2[C:13]([C:14]([CH2:19][N:20]([CH3:28])[C:21](=[O:27])[O:22][C:23]([CH3:25])([CH3:24])[CH3:26])=[CH:15][N:16]2[S:37]([C:31]2[CH:36]=[CH:35][CH:34]=[CH:33][CH:32]=2)(=[O:39])=[O:38])=[CH:12][CH:11]=1. The yield is 0.740. (5) The reactants are [O:1]=[C:2]1[C@@H:8]([NH:9][C:10](=[O:16])[O:11][C:12]([CH3:15])([CH3:14])[CH3:13])[CH2:7][O:6][C:5]2[CH:17]=[CH:18][CH:19]=[CH:20][C:4]=2[NH:3]1.N[C:22]1C=CC=C(C(OC)=O)C=1OC[C@H](NC(OC(C)(C)C)=O)C(O)=O. No catalyst specified. The product is [CH3:22][C@H:7]1[O:6][C:5]2[CH:17]=[CH:18][CH:19]=[CH:20][C:4]=2[NH:3][C:2](=[O:1])[C@H:8]1[NH:9][C:10](=[O:16])[O:11][C:12]([CH3:15])([CH3:14])[CH3:13]. The yield is 0.460.